Dataset: TCR-epitope binding with 47,182 pairs between 192 epitopes and 23,139 TCRs. Task: Binary Classification. Given a T-cell receptor sequence (or CDR3 region) and an epitope sequence, predict whether binding occurs between them. (1) The epitope is NLVPMVATV. The TCR CDR3 sequence is CASSLIGGRNGYTF. Result: 1 (the TCR binds to the epitope). (2) The epitope is FTYASALWEI. The TCR CDR3 sequence is CASSDPLGQGFSYEQYF. Result: 0 (the TCR does not bind to the epitope). (3) The epitope is EPLPQGQLTAY. The TCR CDR3 sequence is CASSLGPEVNEKLFF. Result: 0 (the TCR does not bind to the epitope).